This data is from Full USPTO retrosynthesis dataset with 1.9M reactions from patents (1976-2016). The task is: Predict the reactants needed to synthesize the given product. (1) Given the product [ClH:32].[ClH:32].[CH2:1]([O:3][C:4]([C@@H:6]1[CH2:15][C@@H:14]2[C@@H:9]([CH2:10][CH2:11][C@H:12]([CH2:16][N:17]3[C:21]([C:22]([O:24][CH2:25][CH3:26])=[O:23])=[C:20]([C:27]([O:29][CH2:30][CH3:31])=[O:28])[N:19]=[CH:18]3)[CH2:13]2)[CH2:8][NH:7]1)=[O:5])[CH3:2], predict the reactants needed to synthesize it. The reactants are: [CH2:1]([O:3][C:4]([C@@H:6]1[CH2:15][C@@H:14]2[C@@H:9]([CH2:10][CH2:11][C@H:12]([CH2:16][N:17]3[C:21]([C:22]([O:24][CH2:25][CH3:26])=[O:23])=[C:20]([C:27]([O:29][CH2:30][CH3:31])=[O:28])[N:19]=[CH:18]3)[CH2:13]2)[CH2:8][NH:7]1)=[O:5])[CH3:2].[ClH:32]. (2) The reactants are: [Br:1][C:2]1[CH:3]=[C:4]([CH:7]=[CH:8][C:9]=1[OH:10])[CH:5]=O.[CH3:11]/[C:12](/[NH2:16])=[CH:13]\[C:14]#[N:15].[CH2:17]([CH:20]1[CH2:25][C:24](=[O:26])[CH2:23][C:22](=O)[CH2:21]1)[CH2:18][CH3:19]. Given the product [Br:1][C:2]1[CH:3]=[C:4]([CH:5]2[C:23]3[C:24](=[O:26])[CH2:25][CH:20]([CH2:17][CH2:18][CH3:19])[CH2:21][C:22]=3[NH:16][C:12]([CH3:11])=[C:13]2[C:14]#[N:15])[CH:7]=[CH:8][C:9]=1[OH:10], predict the reactants needed to synthesize it. (3) Given the product [ClH:31].[Br:1][C:2]1[CH:7]=[C:6]([CH3:8])[C:5]([C:9]2[CH:10]=[C:11]([C:27]([NH2:29])=[O:28])[N:12]3[C:17]([NH:18][CH:19]([CH2:23][CH2:24][CH3:25])[CH2:20][CH2:21][CH3:22])=[CH:16][C:15]([CH3:26])=[N:14][C:13]=23)=[C:4]([CH3:30])[CH:3]=1, predict the reactants needed to synthesize it. The reactants are: [Br:1][C:2]1[CH:7]=[C:6]([CH3:8])[C:5]([C:9]2[CH:10]=[C:11]([C:27]([NH2:29])=[O:28])[N:12]3[C:17]([NH:18][CH:19]([CH2:23][CH2:24][CH3:25])[CH2:20][CH2:21][CH3:22])=[CH:16][C:15]([CH3:26])=[N:14][C:13]=23)=[C:4]([CH3:30])[CH:3]=1.[ClH:31].C(OCC)(=O)C. (4) Given the product [CH:1]([O:4][C:5]([C:7]1[N:8]([CH:12]2[C:21]3[C:16](=[CH:17][CH:18]=[C:19]([NH:22][C:25](=[O:27])[CH3:26])[CH:20]=3)[CH2:15][CH2:14][CH2:13]2)[CH:9]=[N:10][CH:11]=1)=[O:6])([CH3:3])[CH3:2], predict the reactants needed to synthesize it. The reactants are: [CH:1]([O:4][C:5]([C:7]1[N:8]([CH:12]2[C:21]3[C:16](=[CH:17][CH:18]=[C:19]([N+:22]([O-])=O)[CH:20]=3)[CH2:15][CH2:14][CH2:13]2)[CH:9]=[N:10][CH:11]=1)=[O:6])([CH3:3])[CH3:2].[CH2:25]([OH:27])[CH3:26]. (5) Given the product [OH:1][C:2]1[C:7]([C:32](=[O:33])[C:31]([F:42])([F:41])[F:30])=[CH:6][C:5]2[C:8]3([CH2:23][O:24][C:4]=2[CH:3]=1)[C:16]1[C:11](=[CH:12][CH:13]=[CH:14][CH:15]=1)[N:10]([CH2:17][CH2:18][CH:19]([CH3:21])[CH3:20])[C:9]3=[O:22], predict the reactants needed to synthesize it. The reactants are: [OH:1][C:2]1[CH:7]=[CH:6][C:5]2[C:8]3([CH2:23][O:24][C:4]=2[CH:3]=1)[C:16]1[C:11](=[CH:12][CH:13]=[CH:14][CH:15]=1)[N:10]([CH2:17][CH2:18][CH:19]([CH3:21])[CH3:20])[C:9]3=[O:22].C([Mg]Cl)(C)C.[F:30][C:31]([F:42])([F:41])[C:32](O[C:32](=[O:33])[C:31]([F:42])([F:41])[F:30])=[O:33]. (6) Given the product [Cl:1][C:2]1[CH:3]=[CH:4][C:5]([S:8][C:9]2[C:17]3[C:12](=[CH:13][CH:14]=[CH:15][C:16]=3[N+:18]([O-:20])=[O:19])[N:11]([CH2:30][C:31]([O:33][CH2:34][CH3:35])=[O:32])[C:10]=2[CH3:21])=[CH:6][CH:7]=1, predict the reactants needed to synthesize it. The reactants are: [Cl:1][C:2]1[CH:7]=[CH:6][C:5]([S:8][C:9]2[C:17]3[C:12](=[CH:13][CH:14]=[CH:15][C:16]=3[N+:18]([O-:20])=[O:19])[NH:11][C:10]=2[CH3:21])=[CH:4][CH:3]=1.C(=O)([O-])[O-].[K+].[K+].O.Br[CH2:30][C:31]([O:33][CH2:34][CH3:35])=[O:32]. (7) Given the product [OH:7][C@H:8]1[CH2:12][N:11]([C:27]([C:26]2[CH:25]=[CH:24][C:23]([C:18]3[CH:19]=[CH:20][CH:21]=[CH:22][C:17]=3[CH3:16])=[CH:31][CH:30]=2)=[O:28])[C@H:10]([C:13]([OH:15])=[O:14])[CH2:9]1, predict the reactants needed to synthesize it. The reactants are: C(=O)([O-])[O-].[K+].[K+].[OH:7][CH:8]1[CH2:12][NH:11][C@H:10]([C:13]([OH:15])=[O:14])[CH2:9]1.[CH3:16][C:17]1[CH:22]=[CH:21][CH:20]=[CH:19][C:18]=1[C:23]1[CH:31]=[CH:30][C:26]([C:27](Cl)=[O:28])=[CH:25][CH:24]=1.